Dataset: Reaction yield outcomes from USPTO patents with 853,638 reactions. Task: Predict the reaction yield, written as a fraction of the theoretical maximum amount of product (1.0 means a 100% yield; for example, 0.34 means a 34% yield). The reactants are [Cl:1][C:2]1[CH:3]=[CH:4][CH:5]=[C:6]2[C:11]=1[C:10]([O:12][C@H:13]1[CH2:17][CH2:16][N:15]([C:18]([O:20][C:21]([CH3:24])([CH3:23])[CH3:22])=[O:19])[CH2:14]1)=[N:9][C:8]([C:25]([NH:27][NH2:28])=[NH:26])=[CH:7]2.C1N=CN([C:34](N2C=NC=C2)=[O:35])C=1. The catalyst is O1CCOCC1. The product is [Cl:1][C:2]1[CH:3]=[CH:4][CH:5]=[C:6]2[C:11]=1[C:10]([O:12][C@H:13]1[CH2:17][CH2:16][N:15]([C:18]([O:20][C:21]([CH3:23])([CH3:24])[CH3:22])=[O:19])[CH2:14]1)=[N:9][C:8]([C:25]1[NH:26][C:34](=[O:35])[NH:28][N:27]=1)=[CH:7]2. The yield is 0.350.